From a dataset of Full USPTO retrosynthesis dataset with 1.9M reactions from patents (1976-2016). Predict the reactants needed to synthesize the given product. Given the product [N+:8]([C:5]1[CH:4]=[C:3]2[C:2]([CH:1]=[N:12][NH:11]2)=[CH:7][CH:6]=1)([O-:10])=[O:9], predict the reactants needed to synthesize it. The reactants are: [CH3:1][C:2]1[CH:7]=[CH:6][C:5]([N+:8]([O-:10])=[O:9])=[CH:4][C:3]=1[NH2:11].[N:12]([O-])=O.[Na+].